This data is from Forward reaction prediction with 1.9M reactions from USPTO patents (1976-2016). The task is: Predict the product of the given reaction. (1) Given the reactants I[C:2]1[CH:11]=[CH:10][CH:9]=[C:8]2[C:3]=1[CH:4]=[CH:5][C:6](Cl)=[N:7]2.[CH3:13][O:14][C:15]1[CH:23]=[C:22]2[C:18]([CH2:19][CH2:20][CH:21]2[NH2:24])=[CH:17][CH:16]=1.[O:25]=[S:26]1(=[O:32])[CH2:30][CH2:29][CH:28]([NH2:31])[CH2:27]1, predict the reaction product. The product is: [O:25]=[S:26]1(=[O:32])[CH2:30][CH2:29][CH:28]([NH:31][C:2]2[C:3]3[CH:4]=[CH:5][C:6]([NH:24][CH:21]4[C:22]5[C:18](=[CH:17][CH:16]=[C:15]([O:14][CH3:13])[CH:23]=5)[CH2:19][CH2:20]4)=[N:7][C:8]=3[CH:9]=[CH:10][CH:11]=2)[CH2:27]1. (2) Given the reactants [Si:1](Cl)([C:4]([CH3:7])([CH3:6])[CH3:5])([CH3:3])[CH3:2].[F:9][C:10]1[CH:15]=[CH:14][C:13]([CH2:16][CH2:17][OH:18])=[CH:12][CH:11]=1.N1C=CN=C1, predict the reaction product. The product is: [C:4]([Si:1]([O:18][CH2:17][CH2:16][C:13]1[CH:14]=[CH:15][C:10]([F:9])=[CH:11][CH:12]=1)([CH3:3])[CH3:2])([CH3:7])([CH3:6])[CH3:5]. (3) Given the reactants CC(NC[CH:13]([OH:24])[C:14]1[CH:15]=[CH:16][C:17]([OH:23])=[C:18]([C:20]([NH2:22])=[O:21])[CH:19]=1)CCC1C=CC=CC=1.Cl.C([O-])(O)=O.[Na+].I([O-])(=O)(=O)=O.[Na+].I([O-])(=O)(=O)=O.Cl, predict the reaction product. The product is: [CH:13]([C:14]1[CH:15]=[CH:16][C:17]([OH:23])=[C:18]([CH:19]=1)[C:20]([NH2:22])=[O:21])=[O:24].